From a dataset of Full USPTO retrosynthesis dataset with 1.9M reactions from patents (1976-2016). Predict the reactants needed to synthesize the given product. (1) Given the product [C:1]([O:5][C:6](=[O:20])[NH:7][C@@H:8]([C:10]1[CH:11]=[N+:12]([O-:36])[C:13]([C:16]([F:17])([F:18])[F:19])=[CH:14][CH:15]=1)[CH3:9])([CH3:2])([CH3:3])[CH3:4], predict the reactants needed to synthesize it. The reactants are: [C:1]([O:5][C:6](=[O:20])[NH:7][C@@H:8]([C:10]1[CH:11]=[N:12][C:13]([C:16]([F:19])([F:18])[F:17])=[CH:14][CH:15]=1)[CH3:9])([CH3:4])([CH3:3])[CH3:2].C(C1C=C(C)C=C(C(C)(C)C)C=1[OH:36])(C)(C)C.ClC1C=CC=C(C(OO)=O)C=1.S([O-])([O-])(=O)=S.[Na+].[Na+].C(=O)(O)[O-].[Na+]. (2) Given the product [F:2][C:3]1([F:8])[CH2:7][CH2:6][N:5]([CH:10]2[CH2:15][CH2:14][CH:13]([NH2:16])[CH2:12][CH2:11]2)[CH2:4]1, predict the reactants needed to synthesize it. The reactants are: Cl.[F:2][C:3]1([F:8])[CH2:7][CH2:6][NH:5][CH2:4]1.O=[C:10]1[CH2:15][CH2:14][CH:13]([NH:16]C(=O)OC(C)(C)C)[CH2:12][CH2:11]1. (3) Given the product [N:1]1([C:7]2[N:8]3[CH:16]=[C:17]([C:19]4[CH:24]=[CH:23][CH:22]=[CH:21][CH:20]=4)[N:14]=[C:9]3[CH:10]=[C:11]([NH2:13])[N:12]=2)[CH2:6][CH2:5][O:4][CH2:3][CH2:2]1, predict the reactants needed to synthesize it. The reactants are: [N:1]1([C:7]2[N:12]=[C:11]([NH2:13])[CH:10]=[C:9]([NH2:14])[N:8]=2)[CH2:6][CH2:5][O:4][CH2:3][CH2:2]1.Br[CH2:16][C:17]([C:19]1[CH:24]=[CH:23][CH:22]=[CH:21][CH:20]=1)=O.C([O-])(O)=O.[Na+].CO. (4) The reactants are: [NH2:1][CH2:2][C@@H:3]1[C@H:8]([CH3:9])[CH2:7][CH2:6][CH2:5][N:4]1[C:10]([C:12]1[CH:17]=[C:16]([CH3:18])[CH:15]=[CH:14][C:13]=1N1C=NC(C(F)(F)F)=N1)=[O:11].CC1C=CC([C:38]2[CH:43]=[CH:42][CH:41]=[CH:40][N:39]=2)=C(C=1)C(O)=O. Given the product [NH2:1][CH2:2][C@@H:3]1[C@H:8]([CH3:9])[CH2:7][CH2:6][CH2:5][N:4]1[C:10]([C:12]1[CH:17]=[C:16]([CH3:18])[CH:15]=[CH:14][C:13]=1[C:38]1[CH:43]=[CH:42][CH:41]=[CH:40][N:39]=1)=[O:11], predict the reactants needed to synthesize it. (5) Given the product [CH2:22]([O:21][C:19]([N:18]1[CH:13]2[CH2:14][CH2:15][CH:16]1[CH2:17][CH:11]([C:10]1[N:5]3[N:4]=[C:3]([C:24]4[CH:25]=[CH:26][N:27]=[CH:28][CH:29]=4)[C:2]([C:6]4[CH:2]=[CH:3][C:24]([CH3:25])=[C:39]([O:40][CH3:41])[CH:36]=4)=[C:6]3[N:7]=[CH:8][CH:9]=1)[CH2:12]2)=[O:20])[CH3:23], predict the reactants needed to synthesize it. The reactants are: I[C:2]1[C:3]([C:24]2[CH:29]=[CH:28][N:27]=[CH:26][CH:25]=2)=[N:4][N:5]2[C:10]([CH:11]3[CH2:17][CH:16]4[N:18]([C:19]([O:21][CH2:22][CH3:23])=[O:20])[CH:13]([CH2:14][CH2:15]4)[CH2:12]3)=[CH:9][CH:8]=[N:7][C:6]=12.C(=O)([O-])[O-].[Na+].[Na+].[CH2:36]([CH2:39][O:40][CH3:41])OC. (6) Given the product [CH2:7]([O:6][C:4]([C:3]1[N:20]=[C:18]([NH:17][C:14]2[CH:13]=[CH:12][C:11]([CH3:10])=[CH:16][N:15]=2)[S:19][CH:2]=1)=[O:5])[CH3:8], predict the reactants needed to synthesize it. The reactants are: Br[CH2:2][C:3](=O)[C:4]([O:6][CH2:7][CH3:8])=[O:5].[CH3:10][C:11]1[CH:12]=[CH:13][C:14]([NH:17][C:18]([NH2:20])=[S:19])=[N:15][CH:16]=1. (7) The reactants are: [CH2:1]([O:3][C:4]([C:6]1[S:10][C:9]([NH2:11])=[N:8][C:7]=1[CH3:12])=[O:5])[CH3:2].C(N(CC)CC)C.[C:20]1([C:26](Cl)([C:33]2[CH:38]=[CH:37][CH:36]=[CH:35][CH:34]=2)[C:27]2[CH:32]=[CH:31][CH:30]=[CH:29][CH:28]=2)[CH:25]=[CH:24][CH:23]=[CH:22][CH:21]=1. Given the product [CH2:1]([O:3][C:4]([C:6]1[S:10][C:9]([NH:11][C:26]([C:20]2[CH:25]=[CH:24][CH:23]=[CH:22][CH:21]=2)([C:33]2[CH:34]=[CH:35][CH:36]=[CH:37][CH:38]=2)[C:27]2[CH:28]=[CH:29][CH:30]=[CH:31][CH:32]=2)=[N:8][C:7]=1[CH3:12])=[O:5])[CH3:2], predict the reactants needed to synthesize it.